This data is from Full USPTO retrosynthesis dataset with 1.9M reactions from patents (1976-2016). The task is: Predict the reactants needed to synthesize the given product. (1) The reactants are: [C:1]([C:3]1[CH:4]=[C:5](B(O)O)[CH:6]=[CH:7][CH:8]=1)#[N:2].[Br:12][C:13]1[CH:18]=[CH:17][CH:16]=[CH:15][C:14]=1Br.C1(C)C=CC=CC=1.C(O)C. Given the product [Br:12][C:13]1[CH:18]=[CH:17][CH:16]=[CH:15][C:14]=1[C:5]1[CH:6]=[CH:7][CH:8]=[C:3]([C:1]#[N:2])[CH:4]=1, predict the reactants needed to synthesize it. (2) Given the product [Cl:1][C:2]1[S:6][C:5]([C:7]([NH:9][CH2:10][CH2:11][Cl:19])=[O:8])=[C:4]([Si:13]([CH3:16])([CH3:15])[CH3:14])[CH:3]=1, predict the reactants needed to synthesize it. The reactants are: [Cl:1][C:2]1[S:6][C:5]([C:7]([NH:9][CH2:10][CH2:11]O)=[O:8])=[C:4]([Si:13]([CH3:16])([CH3:15])[CH3:14])[CH:3]=1.S(Cl)([Cl:19])=O. (3) Given the product [NH:8]1[CH2:12][CH2:11][CH2:10][CH:9]1[C:13]1[CH:18]=[CH:17][C:16]([NH:19][C:20]([C:22]2[C:23](=[O:37])[O:24][C:25]3[C:30]([CH:31]=2)=[CH:29][CH:28]=[C:27]([O:32][CH3:33])[C:26]=3[CH2:34][CH2:35][CH3:36])=[O:21])=[CH:15][CH:14]=1, predict the reactants needed to synthesize it. The reactants are: C(OC([N:8]1[CH2:12][CH2:11][CH2:10][CH:9]1[C:13]1[CH:18]=[CH:17][C:16]([NH:19][C:20]([C:22]2[C:23](=[O:37])[O:24][C:25]3[C:30]([CH:31]=2)=[CH:29][CH:28]=[C:27]([O:32][CH3:33])[C:26]=3[CH2:34][CH2:35][CH3:36])=[O:21])=[CH:15][CH:14]=1)=O)(C)(C)C.Cl. (4) The reactants are: [NH2:1][C:2]1[CH:7]=[CH:6][C:5]([CH2:8][OH:9])=[CH:4][C:3]=1[OH:10].[H-].[Na+].CC1C=CC(S(O[CH2:24][CH2:25][O:26][CH2:27][CH2:28][N:29]=[N+:30]=[N-:31])(=O)=O)=CC=1. Given the product [NH2:1][C:2]1[CH:7]=[CH:6][C:5]([CH2:8][OH:9])=[CH:4][C:3]=1[O:10][CH2:24][CH2:25][O:26][CH2:27][CH2:28][N:29]=[N+:30]=[N-:31], predict the reactants needed to synthesize it. (5) Given the product [C:28]([C:32]1[CH:33]=[C:34]([CH:61]=[C:62]([C:64]([CH3:67])([CH3:66])[CH3:65])[CH:63]=1)[CH:35]=[CH:36][C:37]1[CH:38]=[C:39]([CH:42]=[C:43]([CH:45]=[CH:46][C:47]2[CH:52]=[C:51]([C:53]([CH3:56])([CH3:55])[CH3:54])[CH:50]=[C:49]([C:57]([CH3:60])([CH3:59])[CH3:58])[CH:48]=2)[CH:44]=1)[CH:40]=[CH2:2])([CH3:31])([CH3:30])[CH3:29], predict the reactants needed to synthesize it. The reactants are: [I-].[CH3:2][P+](C1C=CC=CC=1)(C1C=CC=CC=1)C1C=CC=CC=1.CC(C)([O-])C.[K+].[C:28]([C:32]1[CH:33]=[C:34]([CH:61]=[C:62]([C:64]([CH3:67])([CH3:66])[CH3:65])[CH:63]=1)[CH:35]=[CH:36][C:37]1[CH:38]=[C:39]([CH:42]=[C:43]([CH:45]=[CH:46][C:47]2[CH:52]=[C:51]([C:53]([CH3:56])([CH3:55])[CH3:54])[CH:50]=[C:49]([C:57]([CH3:60])([CH3:59])[CH3:58])[CH:48]=2)[CH:44]=1)[CH:40]=O)([CH3:31])([CH3:30])[CH3:29]. (6) Given the product [Br:1][C:2]1[CH:11]=[C:10]2[C:5]([CH:6]=[C:7]([CH3:27])[C:8]([C:20](=[O:26])[C:21]([O:23][CH2:24][CH3:25])=[O:22])=[C:9]2[C:32]2[CH:33]=[CH:34][C:29]([Cl:28])=[CH:30][CH:31]=2)=[CH:4][CH:3]=1, predict the reactants needed to synthesize it. The reactants are: [Br:1][C:2]1[CH:11]=[C:10]2[C:5]([CH:6]=[C:7]([CH3:27])[C:8]([C:20](=[O:26])[C:21]([O:23][CH2:24][CH3:25])=[O:22])=[C:9]2OS(C(F)(F)F)(=O)=O)=[CH:4][CH:3]=1.[Cl:28][C:29]1[CH:34]=[CH:33][C:32](B(O)O)=[CH:31][CH:30]=1.C([O-])([O-])=O.[K+].[K+]. (7) Given the product [CH3:30][O:29][N:28]([CH3:27])[C:11](=[O:13])[C@@H:9]([NH:8][C:1](=[O:2])[O:3][C:4]([CH3:5])([CH3:6])[CH3:7])[CH3:10], predict the reactants needed to synthesize it. The reactants are: [C:1]([NH:8][C@H:9]([C:11]([OH:13])=O)[CH3:10])([O:3][C:4]([CH3:7])([CH3:6])[CH3:5])=[O:2].C(N1C=CN=C1)(N1C=CN=C1)=O.Cl.[CH3:27][NH:28][O:29][CH3:30].C1C=C2C(C(O)(O)C(=O)C2=CC=1)=O.